Task: Binary Classification. Given a T-cell receptor sequence (or CDR3 region) and an epitope sequence, predict whether binding occurs between them.. Dataset: TCR-epitope binding with 47,182 pairs between 192 epitopes and 23,139 TCRs (1) The epitope is SFHSLHLLF. The TCR CDR3 sequence is CASSYRELLENEQFF. Result: 0 (the TCR does not bind to the epitope). (2) The epitope is IPSINVHHY. The TCR CDR3 sequence is CASSLMQGQGRNGYTF. Result: 0 (the TCR does not bind to the epitope). (3) The epitope is ITEEVGHTDLMAAY. The TCR CDR3 sequence is CASSNRGREQYF. Result: 1 (the TCR binds to the epitope). (4) The epitope is KLSYGIATV. The TCR CDR3 sequence is CSVTTGTLYEQYF. Result: 1 (the TCR binds to the epitope). (5) The epitope is EPLPQGQLTAY. The TCR CDR3 sequence is CASSKRSQEPQHF. Result: 0 (the TCR does not bind to the epitope). (6) The epitope is VLWAHGFEL. The TCR CDR3 sequence is CASSEDPGASTDTQYF. Result: 0 (the TCR does not bind to the epitope).